From a dataset of Reaction yield outcomes from USPTO patents with 853,638 reactions. Predict the reaction yield, written as a fraction of the theoretical maximum amount of product (1.0 means a 100% yield; for example, 0.34 means a 34% yield). (1) The reactants are [F:1][C:2]1[CH:3]=[CH:4][C:5]([N+:21]([O-])=O)=[C:6]([NH:8][C:9]2[CH:16]=[CH:15][C:14]([C:17]([F:20])([F:19])[F:18])=[CH:13][C:10]=2[C:11]#[N:12])[CH:7]=1.[Sn](Cl)[Cl:25]. The catalyst is C(O)C.Cl. The product is [ClH:25].[F:1][C:2]1[CH:3]=[CH:4][C:5]2[N:21]=[C:11]([NH2:12])[C:10]3[CH:13]=[C:14]([C:17]([F:20])([F:19])[F:18])[CH:15]=[CH:16][C:9]=3[NH:8][C:6]=2[CH:7]=1. The yield is 0.870. (2) The reactants are Cl.[C:2](Cl)(=[O:9])[C:3]1[CH:8]=[CH:7][N:6]=[CH:5][CH:4]=1.C(N(CC)CC)C.ClCCl.[NH2:21][C:22]1[CH:27]=[C:26]([C:28]([F:31])([F:30])[F:29])[CH:25]=[CH:24][C:23]=1[N:32]1[CH2:36][CH2:35][CH2:34][CH2:33]1. The catalyst is O. The product is [N:32]1([C:23]2[CH:24]=[CH:25][C:26]([C:28]([F:30])([F:31])[F:29])=[CH:27][C:22]=2[NH:21][C:2](=[O:9])[C:3]2[CH:8]=[CH:7][N:6]=[CH:5][CH:4]=2)[CH2:36][CH2:35][CH2:34][CH2:33]1. The yield is 0.978. (3) The reactants are C([O:3][C:4]([C:6]1[N:7]=[C:8](I)[O:9][C:10]=1[C:11]1[CH:16]=[CH:15][C:14]([N:17]2[CH2:22][CH2:21][N:20]([C:23]([O:25][C:26]([CH3:29])([CH3:28])[CH3:27])=[O:24])[CH2:19][CH2:18]2)=[CH:13][CH:12]=1)=[O:5])C.[NH2:31][C:32]1[CH:33]=[N:34][N:35](C(OC(C)(C)C)=O)[CH:36]=1.C(=O)([O-])[O-].[Cs+].[Cs+].CC1(C)C2C=CC=C(P(C3C=CC=CC=3)C3C=CC=CC=3)C=2OC2C1=CC=CC=2P(C1C=CC=CC=1)C1C=CC=CC=1. The catalyst is CC(O)(C)C.O1CCOCC1.C1C=CC(/C=C/C(/C=C/C2C=CC=CC=2)=O)=CC=1.C1C=CC(/C=C/C(/C=C/C2C=CC=CC=2)=O)=CC=1.C1C=CC(/C=C/C(/C=C/C2C=CC=CC=2)=O)=CC=1.[Pd].[Pd]. The product is [NH:34]1[CH:33]=[C:32]([NH:31][C:8]2[O:9][C:10]([C:11]3[CH:16]=[CH:15][C:14]([N:17]4[CH2:22][CH2:21][N:20]([C:23]([O:25][C:26]([CH3:29])([CH3:27])[CH3:28])=[O:24])[CH2:19][CH2:18]4)=[CH:13][CH:12]=3)=[C:6]([C:4]([OH:3])=[O:5])[N:7]=2)[CH:36]=[N:35]1. The yield is 0.260. (4) The reactants are COC[O:4][C:5]1[CH:10]=[C:9]([O:11]COC)[C:8]([CH:15]([CH3:17])[CH3:16])=[CH:7][C:6]=1[C:18]1[N:19]([C:24]2[CH:29]=[CH:28][C:27]([O:30]C)=[CH:26][CH:25]=2)[C:20](=[O:23])[NH:21][N:22]=1.ClCCCl. The catalyst is CCCCCC. The product is [OH:4][C:5]1[CH:10]=[C:9]([OH:11])[C:8]([CH:15]([CH3:17])[CH3:16])=[CH:7][C:6]=1[C:18]1[N:19]([C:24]2[CH:29]=[CH:28][C:27]([OH:30])=[CH:26][CH:25]=2)[C:20](=[O:23])[NH:21][N:22]=1. The yield is 0.148.